Dataset: Forward reaction prediction with 1.9M reactions from USPTO patents (1976-2016). Task: Predict the product of the given reaction. (1) The product is: [NH2:10][C:7]1[CH:8]=[CH:9][C:4]([C:3]([O:2][CH3:1])=[O:14])=[C:5]([NH:13][C:21]([C:20]2[S:19][C:18]3[CH:24]=[CH:25][CH:26]=[CH:27][C:17]=3[C:16]=2[Cl:15])=[O:22])[CH:6]=1. Given the reactants [CH3:1][O:2][C:3](=[O:14])[C:4]1[CH:9]=[CH:8][C:7]([N+:10]([O-])=O)=[CH:6][C:5]=1[NH2:13].[Cl:15][C:16]1[C:17]2[CH:27]=[CH:26][CH:25]=[CH:24][C:18]=2[S:19][C:20]=1[C:21](Cl)=[O:22].N1C=CC=CC=1.C1COCC1, predict the reaction product. (2) Given the reactants [CH3:1][O:2][C:3]1[CH:26]=[CH:25][C:6]([CH2:7][N:8]([CH3:24])[CH:9]2[CH2:14][CH2:13][N:12](C(OC(C)(C)C)=O)[CH2:11][C:10]2([CH3:23])[CH3:22])=[CH:5][CH:4]=1.C(O)(C(F)(F)F)=O, predict the reaction product. The product is: [CH3:1][O:2][C:3]1[CH:4]=[CH:5][C:6]([CH2:7][N:8]([CH3:24])[CH:9]2[CH2:14][CH2:13][NH:12][CH2:11][C:10]2([CH3:23])[CH3:22])=[CH:25][CH:26]=1. (3) The product is: [Br:12][CH2:11][C:9]([C:7]1[CH:6]=[CH:5][CH:4]=[C:3]([CH2:2][CH3:1])[CH:8]=1)=[O:10]. Given the reactants [CH3:1][CH2:2][C:3]1[CH:8]=[C:7]([C:9]([CH3:11])=[O:10])[CH:6]=[CH:5][CH:4]=1.[Br:12]Br, predict the reaction product. (4) Given the reactants [Br:1][C:2]1[CH:3]=[C:4]([OH:8])[CH:5]=[CH:6][CH:7]=1.N1C=CN=C1.[C:14]([Si:18](Cl)([CH3:20])[CH3:19])([CH3:17])([CH3:16])[CH3:15], predict the reaction product. The product is: [Br:1][C:2]1[CH:3]=[C:4]([CH:5]=[CH:6][CH:7]=1)[O:8][Si:18]([C:14]([CH3:17])([CH3:16])[CH3:15])([CH3:20])[CH3:19]. (5) Given the reactants [Na].[NH2:2][C:3]([C:7]1[CH:12]=[CH:11][C:10]([Cl:13])=[CH:9][C:8]=1[Cl:14])=[CH:4][C:5]#[N:6].[C:15](=O)([O:19]CC)[O:16][CH2:17][CH3:18].Cl, predict the reaction product. The product is: [C:5]([CH:4]=[C:3]([NH:2][C:15](=[O:19])[O:16][CH2:17][CH3:18])[C:7]1[CH:12]=[CH:11][C:10]([Cl:13])=[CH:9][C:8]=1[Cl:14])#[N:6]. (6) The product is: [CH2:1]([N:8]1[CH:12]=[C:11]([CH2:13][CH2:14][NH:15][C:31](=[O:32])[CH2:30][CH:27]2[CH2:28][CH2:29][N:24]([C:22]([O:21][CH2:20][C:19]3[CH:18]=[C:17]([Cl:16])[CH:36]=[C:35]([Cl:37])[CH:34]=3)=[O:23])[CH2:25][CH2:26]2)[N:10]=[N:9]1)[C:2]1[CH:7]=[CH:6][CH:5]=[CH:4][CH:3]=1. Given the reactants [CH2:1]([N:8]1[CH:12]=[C:11]([CH2:13][CH2:14][NH2:15])[N:10]=[N:9]1)[C:2]1[CH:7]=[CH:6][CH:5]=[CH:4][CH:3]=1.[Cl:16][C:17]1[CH:18]=[C:19]([CH:34]=[C:35]([Cl:37])[CH:36]=1)[CH2:20][O:21][C:22]([N:24]1[CH2:29][CH2:28][CH:27]([CH2:30][C:31](O)=[O:32])[CH2:26][CH2:25]1)=[O:23].CN(C(ON1N=NC2C=CC=NC1=2)=[N+](C)C)C.F[P-](F)(F)(F)(F)F, predict the reaction product. (7) Given the reactants [C:1]([C:3]1[CH:4]=[C:5]([CH:9]=[CH:10][C:11]=1[CH:12]1[CH2:17][CH2:16][CH2:15][CH2:14][CH2:13]1)[C:6](O)=[O:7])#[N:2], predict the reaction product. The product is: [C:1]([C:3]1[CH:4]=[C:5]([CH:9]=[CH:10][C:11]=1[CH:12]1[CH2:17][CH2:16][CH2:15][CH2:14][CH2:13]1)[CH2:6][OH:7])#[N:2].